This data is from Catalyst prediction with 721,799 reactions and 888 catalyst types from USPTO. The task is: Predict which catalyst facilitates the given reaction. (1) Reactant: Br[C:2]1[CH:3]=[C:4]([N:8]2[C:16]3[CH:15]=[CH:14][C:13]([CH3:17])=[CH:12][C:11]=3[C:10]3[CH2:18][N:19]([CH3:22])[CH2:20][CH2:21][C:9]2=3)[CH:5]=[CH:6][CH:7]=1.[OH:23][C:24]1[N:29]=[CH:28][C:27](B2OC(C)(C)C(C)(C)O2)=[CH:26][CH:25]=1.C([O-])([O-])=O.[K+].[K+].O. Product: [CH3:22][N:19]1[CH2:20][CH2:21][C:9]2[N:8]([C:4]3[CH:5]=[C:6]([C:27]4[CH:26]=[CH:25][C:24]([OH:23])=[N:29][CH:28]=4)[CH:7]=[CH:2][CH:3]=3)[C:16]3[CH:15]=[CH:14][C:13]([CH3:17])=[CH:12][C:11]=3[C:10]=2[CH2:18]1. The catalyst class is: 104. (2) Reactant: Cl[C:2]1[C:8]2[CH:9]=[CH:10][CH:11]=[CH:12][C:7]=2[S:6][C:5]2[CH:13]=[CH:14][CH:15]=[CH:16][C:4]=2[N:3]=1.[CH2:17]([C@@H:24]1[CH2:29][NH:28][CH2:27][CH2:26][NH:25]1)[C:18]1[CH:23]=[CH:22][CH:21]=[CH:20][CH:19]=1. Product: [CH2:17]([C@H:24]1[NH:25][CH2:26][CH2:27][N:28]([C:2]2[C:8]3[CH:9]=[CH:10][CH:11]=[CH:12][C:7]=3[S:6][C:5]3[CH:13]=[CH:14][CH:15]=[CH:16][C:4]=3[N:3]=2)[CH2:29]1)[C:18]1[CH:19]=[CH:20][CH:21]=[CH:22][CH:23]=1. The catalyst class is: 11. (3) Reactant: [NH:1]=[C:2]([C:10]1[CH:15]=[CH:14][C:13]([CH3:16])=[C:12]([I:17])[CH:11]=1)[NH:3][NH:4][C:5]([CH:7]1[CH2:9][CH2:8]1)=O. Product: [CH:7]1([C:5]2[NH:1][C:2]([C:10]3[CH:15]=[CH:14][C:13]([CH3:16])=[C:12]([I:17])[CH:11]=3)=[N:3][N:4]=2)[CH2:9][CH2:8]1. The catalyst class is: 286. (4) Reactant: [O:1]1[C:5]2[CH:6]=[CH:7][C:8]([NH2:10])=[CH:9][C:4]=2[O:3][CH2:2]1.[CH3:11][O-].[Na+].C=O.[BH4-].[Na+]. Product: [CH3:11][NH:10][C:8]1[CH:7]=[CH:6][C:5]2[O:1][CH2:2][O:3][C:4]=2[CH:9]=1. The catalyst class is: 5. (5) The catalyst class is: 3. Product: [OH:42][C@@H:40]([CH3:41])[C@H:9]([NH:8][C:50](=[O:51])[CH2:49][N:46]1[CH2:47][CH2:48][O:43][CH2:44][CH2:45]1)[C:10]([NH:12][C@@H:13]([CH2:31][C:32]1[CH:37]=[CH:36][C:35]([O:38][CH3:39])=[CH:34][CH:33]=1)[C:14]([NH:16][C@@H:17]([CH2:24][C:25]1[CH:30]=[CH:29][CH:28]=[CH:27][CH:26]=1)[C:18]([C@@:20]1([CH3:23])[CH2:22][O:21]1)=[O:19])=[O:15])=[O:11]. Reactant: OC(C(F)(F)F)=O.[NH2:8][C@@H:9]([C@@H:40]([OH:42])[CH3:41])[C:10]([NH:12][C@@H:13]([CH2:31][C:32]1[CH:37]=[CH:36][C:35]([O:38][CH3:39])=[CH:34][CH:33]=1)[C:14]([NH:16][C@@H:17]([CH2:24][C:25]1[CH:30]=[CH:29][CH:28]=[CH:27][CH:26]=1)[C:18]([C@@:20]1([CH3:23])[CH2:22][O:21]1)=[O:19])=[O:15])=[O:11].[O:43]1[CH2:48][CH2:47][N:46]([CH2:49][C:50](O)=[O:51])[CH2:45][CH2:44]1.CN(C(ON1N=NC2C=CC=NC1=2)=[N+](C)C)C.F[P-](F)(F)(F)(F)F.CCN(C(C)C)C(C)C. (6) Reactant: [OH:1][N:2]=[C:3]([C:5]1[CH:13]=[CH:12][C:11]2[N:10]3[CH2:14][CH2:15][CH:16]([CH2:17][C:18]([O:20][C:21]([CH3:24])([CH3:23])[CH3:22])=[O:19])[C:9]3=[CH:8][C:7]=2[CH:6]=1)[NH2:4].[C:25]([C:27]1[CH:35]=[CH:34][C:30]([C:31](O)=O)=[CH:29][N:28]=1)#[N:26].CCCP(O)(O)=O. Product: [C:25]([C:27]1[N:28]=[CH:29][C:30]([C:31]2[O:1][N:2]=[C:3]([C:5]3[CH:13]=[CH:12][C:11]4[N:10]5[CH2:14][CH2:15][CH:16]([CH2:17][C:18]([O:20][C:21]([CH3:24])([CH3:23])[CH3:22])=[O:19])[C:9]5=[CH:8][C:7]=4[CH:6]=3)[N:4]=2)=[CH:34][CH:35]=1)#[N:26]. The catalyst class is: 38. (7) Product: [C:1]([O:5][C:6]([N:8]([C:13]1[CH:14]=[C:15]([C:18]([OH:20])=[O:19])[S:16][CH:17]=1)[S:9]([CH3:12])(=[O:11])=[O:10])=[O:7])([CH3:4])([CH3:2])[CH3:3]. The catalyst class is: 20. Reactant: [C:1]([O:5][C:6]([N:8]([C:13]1[CH:14]=[C:15]([C:18]([O:20]CC)=[O:19])[S:16][CH:17]=1)[S:9]([CH3:12])(=[O:11])=[O:10])=[O:7])([CH3:4])([CH3:3])[CH3:2].[OH-].[Li+].